From a dataset of Reaction yield outcomes from USPTO patents with 853,638 reactions. Predict the reaction yield, written as a fraction of the theoretical maximum amount of product (1.0 means a 100% yield; for example, 0.34 means a 34% yield). (1) The reactants are [NH:1]1[C:9]2[C:4](=[CH:5][CH:6]=[CH:7][CH:8]=2)[C:3]2([CH2:13][CH2:12][CH2:11][CH2:10]2)[C:2]1=[O:14].C(N(CC)CC)C.[C:22]([O:26][C:27]([C:29]1([CH2:35][N:36]2[CH2:41][CH2:40][CH:39]([CH2:42][NH2:43])[CH2:38][CH2:37]2)[CH2:34][CH2:33][O:32][CH2:31][CH2:30]1)=[O:28])([CH3:25])([CH3:24])[CH3:23].[C:44]([O-])(O)=[O:45].[Na+]. The catalyst is C(Cl)Cl. The product is [O:14]=[C:2]1[C:3]2([CH2:13][CH2:12][CH2:11][CH2:10]2)[C:4]2[C:9](=[CH:8][CH:7]=[CH:6][CH:5]=2)[N:1]1[C:44]([NH:43][CH2:42][CH:39]1[CH2:40][CH2:41][N:36]([CH2:35][C:29]2([C:27]([O:26][C:22]([CH3:25])([CH3:24])[CH3:23])=[O:28])[CH2:34][CH2:33][O:32][CH2:31][CH2:30]2)[CH2:37][CH2:38]1)=[O:45]. The yield is 0.750. (2) The reactants are Br[C:2]1[N:6]2[CH:7]=[C:8]([C:18]3[CH:23]=[CH:22][C:21]([Cl:24])=[CH:20][C:19]=3[Cl:25])[C:9]([C:16]#[N:17])=[C:10]([O:11][CH2:12][CH:13]([CH3:15])[CH3:14])[C:5]2=[N:4][CH:3]=1.[F:26][C:27]1[CH:32]=[CH:31][C:30](B(O)O)=[CH:29][N:28]=1.C([O-])([O-])=O.[Na+].[Na+]. The catalyst is COCCOC.CCOC(C)=O.Cl[Pd](Cl)([P](C1C=CC=CC=1)(C1C=CC=CC=1)C1C=CC=CC=1)[P](C1C=CC=CC=1)(C1C=CC=CC=1)C1C=CC=CC=1. The product is [Cl:25][C:19]1[CH:20]=[C:21]([Cl:24])[CH:22]=[CH:23][C:18]=1[C:8]1[C:9]([C:16]#[N:17])=[C:10]([O:11][CH2:12][CH:13]([CH3:15])[CH3:14])[C:5]2[N:6]([C:2]([C:30]3[CH:29]=[N:28][C:27]([F:26])=[CH:32][CH:31]=3)=[CH:3][N:4]=2)[CH:7]=1. The yield is 0.560. (3) The reactants are [NH2:1][C:2]1[CH:3]=[C:4]([CH:7]=[CH:8][C:9]=1[NH2:10])[C:5]#[N:6].O.[C:12](O)(=O)[CH3:13]. No catalyst specified. The product is [C:5]([C:4]1[CH:7]=[CH:8][C:9]2[N:10]=[C:12]([CH3:13])[NH:1][C:2]=2[CH:3]=1)#[N:6]. The yield is 0.637. (4) The reactants are Br[C:2]1[CH:3]=[C:4]([C:8]2([C:19]3[CH:24]=[CH:23][N:22]=[C:21]([O:25][CH3:26])[CH:20]=3)[C:16]3[C:11](=[C:12]([F:17])[CH:13]=[CH:14][CH:15]=3)[C:10]([NH2:18])=[N:9]2)[CH:5]=[CH:6][CH:7]=1.[CH3:27][O:28][C:29]1[CH:34]=[CH:33][N:32]=[C:31]([Sn](CCCC)(CCCC)CCCC)[CH:30]=1. No catalyst specified. The product is [F:17][C:12]1[CH:13]=[CH:14][CH:15]=[C:16]2[C:11]=1[C:10]([NH2:18])=[N:9][C:8]2([C:4]1[CH:5]=[CH:6][CH:7]=[C:2]([C:31]2[CH:30]=[C:29]([O:28][CH3:27])[CH:34]=[CH:33][N:32]=2)[CH:3]=1)[C:19]1[CH:24]=[CH:23][N:22]=[C:21]([O:25][CH3:26])[CH:20]=1. The yield is 0.130. (5) The yield is 0.700. The reactants are [K+].[CH3:2][S:3][C:4]1[N:8]([CH2:9][O:10][CH2:11][CH2:12][Si:13]([CH3:16])([CH3:15])[CH3:14])[C:7]([C:17]([O-:19])=O)=[CH:6][N:5]=1.[C:20]1([C:26]2[CH:31]=[C:30]([CH2:32][CH2:33][N:34]3[CH2:39][CH2:38][O:37][CH2:36][CH2:35]3)[CH:29]=[CH:28][C:27]=2[NH2:40])[CH2:25][CH2:24][CH2:23][CH2:22][CH:21]=1.C1CN([P+](Br)(N2CCCC2)N2CCCC2)CC1.F[P-](F)(F)(F)(F)F.CCN(C(C)C)C(C)C. The product is [C:20]1([C:26]2[CH:31]=[C:30]([CH2:32][CH2:33][N:34]3[CH2:35][CH2:36][O:37][CH2:38][CH2:39]3)[CH:29]=[CH:28][C:27]=2[NH:40][C:17]([C:7]2[N:8]([CH2:9][O:10][CH2:11][CH2:12][Si:13]([CH3:14])([CH3:15])[CH3:16])[C:4]([S:3][CH3:2])=[N:5][CH:6]=2)=[O:19])[CH2:25][CH2:24][CH2:23][CH2:22][CH:21]=1. The catalyst is C(Cl)Cl. (6) The reactants are [F:1][C:2]1[CH:3]=[C:4]([C@@:15]([C:24]2[CH:29]=[CH:28][C:27]([F:30])=[CH:26][CH:25]=2)([NH2:23])[CH2:16][C:17]2[CH:22]=[CH:21][CH:20]=[CH:19][CH:18]=2)[CH:5]=[C:6]([O:8][C:9]([F:14])([F:13])[CH:10]([F:12])[F:11])[CH:7]=1.[C:31]([O-:34])([O-])=O.[K+].[K+].O.C(Cl)(=O)OC(C)=C.[NH2:45][C@H:46]([CH2:53][O:54][CH2:55][C:56]1[CH:61]=[CH:60][CH:59]=[CH:58][CH:57]=1)[C@@H:47]([OH:52])[C:48]([F:51])([F:50])[F:49]. The catalyst is C1COCC1.CCOC(C)=O. The product is [CH2:55]([O:54][CH2:53][C@@H:46]([NH:45][C:31]([NH:23][C@@:15]([C:4]1[CH:5]=[C:6]([O:8][C:9]([F:14])([F:13])[CH:10]([F:12])[F:11])[CH:7]=[C:2]([F:1])[CH:3]=1)([C:24]1[CH:29]=[CH:28][C:27]([F:30])=[CH:26][CH:25]=1)[CH2:16][C:17]1[CH:22]=[CH:21][CH:20]=[CH:19][CH:18]=1)=[O:34])[C@@H:47]([OH:52])[C:48]([F:51])([F:50])[F:49])[C:56]1[CH:61]=[CH:60][CH:59]=[CH:58][CH:57]=1. The yield is 0.590.